From a dataset of M1 muscarinic receptor antagonist screen with 61,756 compounds. Binary Classification. Given a drug SMILES string, predict its activity (active/inactive) in a high-throughput screening assay against a specified biological target. The molecule is s1nnc(C(=O)N(C2CCCC2)C(C(=O)NC2CCCC2)c2oc(cc2)C)c1. The result is 0 (inactive).